From a dataset of Full USPTO retrosynthesis dataset with 1.9M reactions from patents (1976-2016). Predict the reactants needed to synthesize the given product. (1) Given the product [ClH:33].[NH2:7][C@H:8]([CH2:24][C:25]1[CH:30]=[CH:29][CH:28]=[CH:27][C:26]=1[F:31])[CH2:9][C:10]([NH:11][C:12]1[C:13](=[O:22])[NH:14][C:15]2[C:20]([CH:21]=1)=[CH:19][CH:18]=[CH:17][CH:16]=2)=[O:23], predict the reactants needed to synthesize it. The reactants are: C(OC(=O)[NH:7][C@H:8]([CH2:24][C:25]1[CH:30]=[CH:29][CH:28]=[CH:27][C:26]=1[F:31])[CH2:9][C:10](=[O:23])[NH:11][C:12]1[C:13](=[O:22])[NH:14][C:15]2[C:20]([CH:21]=1)=[CH:19][CH:18]=[CH:17][CH:16]=2)(C)(C)C.[ClH:33]. (2) The reactants are: FC(F)(F)C(O)=O.[CH3:8][C:9]1(OC(=O)C=C)[N:13]([C:14](=[O:17])[CH:15]=[CH2:16])[C:12](=[O:18])[CH2:11][CH:10]1[C:19]1[CH:24]=[CH:23][CH:22]=[CH:21][CH:20]=1. Given the product [CH2:8]=[C:9]1[N:13]([C:14](=[O:17])[CH:15]=[CH2:16])[C:12](=[O:18])[CH2:11][CH:10]1[C:19]1[CH:24]=[CH:23][CH:22]=[CH:21][CH:20]=1, predict the reactants needed to synthesize it. (3) The reactants are: [C:1]([C:3]1[O:7][C:6]([C:8](Cl)=[O:9])=[CH:5][CH:4]=1)#[N:2].[CH3:11][N:12]1[CH2:17][CH2:16][N:15]([C:18]2[CH:23]=[CH:22][C:21]([NH2:24])=[C:20]([C:25]3[C:29]([CH3:30])=[CH:28][S:27][CH:26]=3)[CH:19]=2)[CH2:14][CH2:13]1.CCN(C(C)C)C(C)C. Given the product [CH3:11][N:12]1[CH2:17][CH2:16][N:15]([C:18]2[CH:23]=[CH:22][C:21]([NH:24][C:8]([C:6]3[O:7][C:3]([C:1]#[N:2])=[CH:4][CH:5]=3)=[O:9])=[C:20]([C:25]3[C:29]([CH3:30])=[CH:28][S:27][CH:26]=3)[CH:19]=2)[CH2:14][CH2:13]1, predict the reactants needed to synthesize it.